This data is from Catalyst prediction with 721,799 reactions and 888 catalyst types from USPTO. The task is: Predict which catalyst facilitates the given reaction. (1) Reactant: [CH:1]1([N:7]2[CH:11]([CH3:12])[CH2:10][CH2:9][C:8]2=[O:13])[CH2:6][CH2:5][CH2:4][CH2:3][CH2:2]1.[Li+].CC([N-]C(C)C)C.Cl[C:23]1[CH:30]=[CH:29][CH:28]=[CH:27][C:24]=1[CH:25]=O.[Cl-].[NH4+].C(N(CC)CC)C.CS(Cl)(=O)=O.C1CCN2C(=NCCC2)CC1. Product: [CH2:25]([CH:9]1[CH2:10][CH:11]([CH3:12])[N:7]([CH:1]2[CH2:6][CH2:5][CH2:4][CH2:3][CH2:2]2)[C:8]1=[O:13])[C:24]1[CH:27]=[CH:28][CH:29]=[CH:30][CH:23]=1. The catalyst class is: 20. (2) Reactant: [C:1]1([C:7](=[O:12])[C:8]([O:10]C)=O)[CH:6]=[CH:5][CH:4]=[CH:3][CH:2]=1.[NH:13]1[CH2:18][CH2:17][CH2:16][CH2:15][CH2:14]1. Product: [C:1]1([C:7](=[O:12])[C:8]([N:13]2[CH2:18][CH2:17][CH2:16][CH2:15][CH2:14]2)=[O:10])[CH:2]=[CH:3][CH:4]=[CH:5][CH:6]=1. The catalyst class is: 5. (3) Reactant: [CH3:1][O:2][C:3]([C:5]1[CH:14]=[N:13][CH:12]=[C:11]2[C:6]=1[CH2:7][CH2:8][N:9]([C:15]1[CH:16]=[C:17]([CH:21]=[CH:22][CH:23]=1)[C:18]([OH:20])=O)[CH2:10]2)=[O:4].C(N(CC)CC)C.CCCP(=O)=O.[CH:37]([C:40]1[CH:41]=[C:42]([CH:44]=[CH:45][CH:46]=1)[NH2:43])([CH3:39])[CH3:38]. Product: [CH:37]([C:40]1[CH:41]=[C:42]([NH:43][C:18]([C:17]2[CH:16]=[C:15]([N:9]3[CH2:10][C:11]4[CH:12]=[N:13][CH:14]=[C:5]([C:3]([O:2][CH3:1])=[O:4])[C:6]=4[CH2:7][CH2:8]3)[CH:23]=[CH:22][CH:21]=2)=[O:20])[CH:44]=[CH:45][CH:46]=1)([CH3:39])[CH3:38]. The catalyst class is: 864.